This data is from Reaction yield outcomes from USPTO patents with 853,638 reactions. The task is: Predict the reaction yield, written as a fraction of the theoretical maximum amount of product (1.0 means a 100% yield; for example, 0.34 means a 34% yield). (1) The reactants are [CH:1]1[C:6]([CH:7]=[O:8])=[CH:5][C:4]2[O:9][CH2:10][O:11][C:3]=2[CH:2]=1.[CH2:12]1[O:20][C:19]2[C:14](=[CH:15][CH:16]=[C-:17][CH:18]=2)[O:13]1.[Mg+2].[Br-]. The catalyst is ClCCl. The product is [CH2:10]1[O:11][C:3]2[CH:2]=[CH:1][C:6]([CH:7]([C:17]3[CH:16]=[CH:15][C:14]4[O:13][CH2:12][O:20][C:19]=4[CH:18]=3)[OH:8])=[CH:5][C:4]=2[O:9]1. The yield is 0.870. (2) The reactants are [O:1]1[C:5]2[CH:6]=[CH:7][C:8]([C:10]3[C:15]([N+:16]([O-])=O)=[C:14]([Cl:19])[N:13]=[C:12]([CH2:20][C:21]4[CH:26]=[CH:25][C:24]([F:27])=[CH:23][CH:22]=4)[N:11]=3)=[CH:9][C:4]=2[O:3][CH2:2]1.OCC1(OC[C@@H](O)[C@@H](O)[C@H]1O)O. The catalyst is C(O)C.[Ni]. The product is [O:1]1[C:5]2[CH:6]=[CH:7][C:8]([C:10]3[C:15]([NH2:16])=[C:14]([Cl:19])[N:13]=[C:12]([CH2:20][C:21]4[CH:26]=[CH:25][C:24]([F:27])=[CH:23][CH:22]=4)[N:11]=3)=[CH:9][C:4]=2[O:3][CH2:2]1. The yield is 0.900. (3) The reactants are [CH3:1][C:2]1[N:3]([S:9]([C:12]2[CH:17]=[CH:16][CH:15]=[CH:14][CH:13]=2)(=[O:11])=[O:10])[CH:4]=[CH:5][C:6]=1[CH2:7][OH:8].CS(C)=O.S(=O)(=O)=O.C(=O)([O-])O.[Na+]. The catalyst is C(N(CC)CC)C. The product is [CH3:1][C:2]1[N:3]([S:9]([C:12]2[CH:17]=[CH:16][CH:15]=[CH:14][CH:13]=2)(=[O:10])=[O:11])[CH:4]=[CH:5][C:6]=1[CH:7]=[O:8]. The yield is 0.840. (4) The reactants are [F:1][C:2]([F:14])([F:13])[C:3]1[CH:12]=[CH:11][C:6]([CH:7]=[CH:8][CH2:9]O)=[CH:5][CH:4]=1.[C:15]1(=[O:25])[NH:19][C:18](=[O:20])[C:17]2=[CH:21][CH:22]=[CH:23][CH:24]=[C:16]12.C1(P(C2C=CC=CC=2)C2C=CC=CC=2)C=CC=CC=1.N(C(OCC)=O)=NC(OCC)=O. The catalyst is C1COCC1. The product is [F:1][C:2]([F:14])([F:13])[C:3]1[CH:12]=[CH:11][C:6]([CH:7]=[CH:8][CH2:9][C:17]23[CH:21]=[CH:22][CH:23]=[CH:24][CH:16]2[C:15]([NH:19][C:18]3=[O:20])=[O:25])=[CH:5][CH:4]=1. The yield is 0.930. (5) The reactants are C(OC(=O)[NH:10][CH2:11][CH2:12][CH2:13][CH2:14][C:15]1[CH:20]=[CH:19][C:18]([O:21][CH2:22][C:23](=[O:31])[NH:24][CH2:25][CH2:26][CH2:27][N:28]([CH3:30])[CH3:29])=[CH:17][CH:16]=1)C1C=CC=CC=1.[H][H]. The catalyst is [Pd].CO. The product is [NH2:10][CH2:11][CH2:12][CH2:13][CH2:14][C:15]1[CH:20]=[CH:19][C:18]([O:21][CH2:22][C:23]([NH:24][CH2:25][CH2:26][CH2:27][N:28]([CH3:30])[CH3:29])=[O:31])=[CH:17][CH:16]=1. The yield is 0.800. (6) The reactants are [CH2:1]([O:4][C:5]1[CH:12]=[CH:11][C:8]([CH:9]=O)=[CH:7][CH:6]=1)[CH2:2][CH3:3].[CH2:13]([NH2:19])[C:14]1[O:18][CH:17]=[CH:16][CH:15]=1.COC(OC)OC.[BH4-].[Na+]. The catalyst is CO.CC(O)=O. The product is [CH2:1]([O:4][C:5]1[CH:12]=[CH:11][C:8]([CH2:9][NH:19][CH2:13][C:14]2[O:18][CH:17]=[CH:16][CH:15]=2)=[CH:7][CH:6]=1)[CH2:2][CH3:3]. The yield is 0.750. (7) The reactants are [CH2:1]([N:3]([CH2:37][CH3:38])[CH2:4][CH2:5][CH2:6][NH:7][C:8]1[N:9]=[C:10]([C:27]2[CH:28]=[C:29]([CH:33]=[CH:34][C:35]=2[CH3:36])[C:30](O)=[O:31])[C:11]2[CH:17]=[CH:16][C:15](=[O:18])[N:14]([C:19]3[C:24]([F:25])=[CH:23][CH:22]=[CH:21][C:20]=3[F:26])[C:12]=2[N:13]=1)[CH3:2].CN(C(O[N:47]1N=[N:54][C:49]2C=[CH:51][CH:52]=[CH:53][C:48]1=2)=[N+](C)C)C.F[P-](F)(F)(F)(F)F.C(N(CC)CC)C.NC1C=NC=CC=1. The catalyst is CN(C=O)C. The product is [CH2:37]([N:3]([CH2:1][CH3:2])[CH2:4][CH2:5][CH2:6][NH:7][C:8]1[N:9]=[C:10]([C:27]2[CH:28]=[C:29]([CH:33]=[CH:34][C:35]=2[CH3:36])[C:30]([NH:47][C:48]2[CH:49]=[N:54][CH:51]=[CH:52][CH:53]=2)=[O:31])[C:11]2[CH:17]=[CH:16][C:15](=[O:18])[N:14]([C:19]3[C:24]([F:25])=[CH:23][CH:22]=[CH:21][C:20]=3[F:26])[C:12]=2[N:13]=1)[CH3:38]. The yield is 0.0900.